The task is: Predict which catalyst facilitates the given reaction.. This data is from Catalyst prediction with 721,799 reactions and 888 catalyst types from USPTO. (1) Reactant: [Cl:1][C:2]1[CH:7]=[CH:6][C:5]([C:8]2[C:12]3[CH2:13][N:14]([C:17](=[O:19])[CH3:18])[CH2:15][CH2:16][C:11]=3[N:10]([CH2:20][CH:21]3[CH2:23][O:22]3)[N:9]=2)=[CH:4][C:3]=1[N+:24]([O-:26])=[O:25].[O-]S(C(F)(F)F)(=O)=O.[Yb+3].[O-]S(C(F)(F)F)(=O)=O.[O-]S(C(F)(F)F)(=O)=O.[CH3:52][C:53]1[CH:58]=[CH:57][CH:56]=[CH:55][C:54]=1[N:59]1[CH2:64][CH2:63][NH:62][CH2:61][CH2:60]1. Product: [Cl:1][C:2]1[CH:7]=[CH:6][C:5]([C:8]2[C:12]3[CH2:13][N:14]([C:17](=[O:19])[CH3:18])[CH2:15][CH2:16][C:11]=3[N:10]([CH2:20][CH:21]([OH:22])[CH2:23][N:62]3[CH2:63][CH2:64][N:59]([C:54]4[CH:55]=[CH:56][CH:57]=[CH:58][C:53]=4[CH3:52])[CH2:60][CH2:61]3)[N:9]=2)=[CH:4][C:3]=1[N+:24]([O-:26])=[O:25]. The catalyst class is: 46. (2) Reactant: [C:1]1([CH:7]([C:9]2[N:17]([S:18]([C:21]3[CH:26]=[CH:25][CH:24]=[CH:23][CH:22]=3)(=[O:20])=[O:19])[C:12]3=[CH:13][N:14]=[CH:15][CH:16]=[C:11]3[CH:10]=2)[OH:8])[CH:6]=[CH:5][CH:4]=[CH:3][CH:2]=1. Product: [C:1]1([C:7]([C:9]2[N:17]([S:18]([C:21]3[CH:26]=[CH:25][CH:24]=[CH:23][CH:22]=3)(=[O:20])=[O:19])[C:12]3=[CH:13][N:14]=[CH:15][CH:16]=[C:11]3[CH:10]=2)=[O:8])[CH:2]=[CH:3][CH:4]=[CH:5][CH:6]=1. The catalyst class is: 725. (3) Reactant: C[Si](C)(C)N[Si](C)(C)C.C([Li])CCC.CCCCCC.[CH2:21]([O:23][C:24](=[O:31])[CH2:25]/[N:26]=[CH:27]/[N:28]([CH3:30])[CH3:29])[CH3:22].ClC1[CH2:34][N:35]([CH2:47][C:48]2[CH:53]=[CH:52][C:51]([O:54][CH3:55])=[CH:50][C:49]=2[O:56][CH3:57])[C:36](=[O:46])[C:37]2[CH:43]=[C:42]([O:44][CH3:45])[CH:41]=[CH:40]C=2N=1.C(O)(=O)C. Product: [CH2:21]([O:23][C:24]([C:25]1[N:26]=[CH:27][N:28]2[C:30]=1[CH2:34][N:35]([CH2:47][C:48]1[CH:53]=[CH:52][C:51]([O:54][CH3:55])=[CH:50][C:49]=1[O:56][CH3:57])[C:36](=[O:46])[C:37]1[CH:43]=[C:42]([O:44][CH3:45])[CH:41]=[CH:40][C:29]2=1)=[O:31])[CH3:22]. The catalyst class is: 20. (4) Reactant: [Br:1][C:2]1[C:24]([F:25])=[CH:23][C:5]2[O:6][C:7]3[CH:22]=[CH:21][CH:20]=[CH:19][C:8]=3[C@H:9]3[C@H:14](C(O)=O)[CH2:13][CH2:12][C:11](=[O:18])[N:10]3[C:4]=2[CH:3]=1.C([N:28]([CH2:31]C)CC)C.P(N=[N+]=[N-])(=O)(OC1C=CC=CC=1)[O:34][C:35]1C=CC=CC=1.C[OH:53]. Product: [Br:1][C:2]1[C:24]([F:25])=[CH:23][C:5]2[O:6][C:7]3[CH:22]=[CH:21][CH:20]=[CH:19][C:8]=3[C@H:9]3[C@H:14]([NH:28][C:31](=[O:53])[O:34][CH3:35])[CH2:13][CH2:12][C:11](=[O:18])[N:10]3[C:4]=2[CH:3]=1. The catalyst class is: 11. (5) Reactant: C([O:8][C:9]1[CH:30]=[CH:29][C:12]([C:13]([NH:15][C:16]2[C:20]3[CH:21]=[C:22]([F:25])[CH:23]=[CH:24][C:19]=3[O:18][C:17]=2[C:26]([NH2:28])=[O:27])=[O:14])=[CH:11][C:10]=1[CH2:31][N:32]1[CH2:37][CH2:36][O:35][CH2:34][CH2:33]1)C1C=CC=CC=1. Product: [F:25][C:22]1[CH:23]=[CH:24][C:19]2[O:18][C:17]([C:26]([NH2:28])=[O:27])=[C:16]([NH:15][C:13](=[O:14])[C:12]3[CH:29]=[CH:30][C:9]([OH:8])=[C:10]([CH2:31][N:32]4[CH2:37][CH2:36][O:35][CH2:34][CH2:33]4)[CH:11]=3)[C:20]=2[CH:21]=1. The catalyst class is: 312.